Dataset: Full USPTO retrosynthesis dataset with 1.9M reactions from patents (1976-2016). Task: Predict the reactants needed to synthesize the given product. (1) Given the product [C:4]([O:3][C:1](=[O:2])[N:8]([CH:9]1[CH2:14][CH2:13][CH:12]([NH:15][CH2:16][C:17]2[CH:18]=[C:19]([C:35]3[CH:40]=[C:39]([CH3:41])[N:38]=[C:37]([CH3:42])[CH:36]=3)[CH:20]=[CH:21][C:22]=2[O:23][CH3:24])[CH2:11][CH2:10]1)[CH3:28])([CH3:7])([CH3:6])[CH3:5], predict the reactants needed to synthesize it. The reactants are: [C:1]([N:8]([CH3:28])[CH:9]1[CH2:14][CH2:13][CH:12]([NH:15][CH2:16][C:17]2[CH:18]=[C:19](B(O)O)[CH:20]=[CH:21][C:22]=2[O:23][CH3:24])[CH2:11][CH2:10]1)([O:3][C:4]([CH3:7])([CH3:6])[CH3:5])=[O:2].FC(F)(F)S(O[C:35]1[CH:40]=[C:39]([CH3:41])[N:38]=[C:37]([CH3:42])[CH:36]=1)(=O)=O. (2) The reactants are: [CH:1]1([C:4]2[O:8][N:7]=[C:6]([C:9]3[CH:14]=[CH:13][CH:12]=[CH:11][C:10]=3[O:15][C:16]([F:19])([F:18])[F:17])[C:5]=2[CH2:20]O)[CH2:3][CH2:2]1.C1(P(C2C=CC=CC=2)C2C=CC=CC=2)C=CC=CC=1.C(Br)(Br)(Br)[Br:42]. Given the product [Br:42][CH2:20][C:5]1[C:6]([C:9]2[CH:14]=[CH:13][CH:12]=[CH:11][C:10]=2[O:15][C:16]([F:19])([F:18])[F:17])=[N:7][O:8][C:4]=1[CH:1]1[CH2:3][CH2:2]1, predict the reactants needed to synthesize it. (3) Given the product [CH3:1][O:2][C:3]1[C:12]([NH:13][C:14]([N:34]2[CH2:33][CH2:32][N:31]([C:26]3[CH:27]=[CH:28][CH:29]=[CH:30][C:25]=3[O:24][CH3:23])[CH2:36][CH2:35]2)=[O:22])=[N:11][C:10]2[C:5](=[CH:6][CH:7]=[CH:8][CH:9]=2)[N:4]=1, predict the reactants needed to synthesize it. The reactants are: [CH3:1][O:2][C:3]1[C:12]([NH:13][C:14](=[O:22])OC2C=CC=CC=2)=[N:11][C:10]2[C:5](=[CH:6][CH:7]=[CH:8][CH:9]=2)[N:4]=1.[CH3:23][O:24][C:25]1[CH:30]=[CH:29][CH:28]=[CH:27][C:26]=1[N:31]1[CH2:36][CH2:35][NH:34][CH2:33][CH2:32]1. (4) Given the product [C:19]([NH:1][C:2]1[S:3][CH:4]=[C:5]([C:13]2[CH:18]=[CH:17][CH:16]=[CH:15][CH:14]=2)[C:6]=1[C:7]([O:9][CH2:10][CH2:11][CH3:12])=[O:8])(=[O:26])[C:20]1[CH:25]=[CH:24][CH:23]=[CH:22][CH:21]=1, predict the reactants needed to synthesize it. The reactants are: [NH2:1][C:2]1[S:3][CH:4]=[C:5]([C:13]2[CH:18]=[CH:17][CH:16]=[CH:15][CH:14]=2)[C:6]=1[C:7]([O:9][CH2:10][CH2:11][CH3:12])=[O:8].[C:19](Cl)(=[O:26])[C:20]1[CH:25]=[CH:24][CH:23]=[CH:22][CH:21]=1.N1C=CC=CC=1. (5) The reactants are: [CH3:1][C:2]1([CH3:15])[CH2:13][C:12](=[O:14])[C:5]2[C:6]([C:9]([OH:11])=O)=[CH:7][O:8][C:4]=2[CH2:3]1.C(N(CC)CC)C.ClC(OCC)=O.[NH2:29][C:30]1[N:35]=[CH:34][C:33]([N:36]2[CH2:41][CH2:40][N:39]([C:42]([O:44][C:45]([CH3:48])([CH3:47])[CH3:46])=[O:43])[CH2:38][CH2:37]2)=[CH:32][CH:31]=1. Given the product [CH3:15][C:2]1([CH3:1])[CH2:13][C:12](=[O:14])[C:5]2[C:6]([C:9]([NH:29][C:30]3[N:35]=[CH:34][C:33]([N:36]4[CH2:41][CH2:40][N:39]([C:42]([O:44][C:45]([CH3:48])([CH3:47])[CH3:46])=[O:43])[CH2:38][CH2:37]4)=[CH:32][CH:31]=3)=[O:11])=[CH:7][O:8][C:4]=2[CH2:3]1, predict the reactants needed to synthesize it. (6) Given the product [NH2:7][C@@H:8]1[CH2:9][N:10]([C:15]([C:17]2[CH:39]=[C:38]([O:40][CH3:41])[C:20]3[N:21]([CH3:37])[C:22]([C:24]4[N:32]([CH2:33][CH:34]5[CH2:36][CH2:35]5)[C:27]5=[N:28][CH:29]=[CH:30][CH:31]=[C:26]5[CH:25]=4)=[N:23][C:19]=3[CH:18]=2)=[O:16])[C@H:11]([CH3:14])[CH2:12][CH2:13]1, predict the reactants needed to synthesize it. The reactants are: C(OC(=O)[NH:7][C@H:8]1[CH2:13][CH2:12][C@@H:11]([CH3:14])[N:10]([C:15]([C:17]2[CH:39]=[C:38]([O:40][CH3:41])[C:20]3[N:21]([CH3:37])[C:22]([C:24]4[N:32]([CH2:33][CH:34]5[CH2:36][CH2:35]5)[C:27]5=[N:28][CH:29]=[CH:30][CH:31]=[C:26]5[CH:25]=4)=[N:23][C:19]=3[CH:18]=2)=[O:16])[CH2:9]1)(C)(C)C.C(O)(C(F)(F)F)=O.